This data is from Reaction yield outcomes from USPTO patents with 853,638 reactions. The task is: Predict the reaction yield, written as a fraction of the theoretical maximum amount of product (1.0 means a 100% yield; for example, 0.34 means a 34% yield). The reactants are C(OC([N:8]1[CH2:12][CH2:11][CH2:10][C@H:9]1[CH2:13][O:14][C:15]1[CH:16]=[N:17][CH:18]=[C:19]([N:21]2[CH2:25][CH2:24][C@@H:23]([CH2:26][O:27][CH2:28][CH2:29][CH2:30][C:31]3[CH:36]=[CH:35][CH:34]=[CH:33][CH:32]=3)[CH2:22]2)[CH:20]=1)=O)(C)(C)C.C(O)(C(F)(F)F)=O.O. The catalyst is C(Cl)Cl. The product is [C:31]1([CH2:30][CH2:29][CH2:28][O:27][CH2:26][C@@H:23]2[CH2:24][CH2:25][N:21]([C:19]3[CH:18]=[N:17][CH:16]=[C:15]([O:14][CH2:13][C@@H:9]4[CH2:10][CH2:11][CH2:12][NH:8]4)[CH:20]=3)[CH2:22]2)[CH:32]=[CH:33][CH:34]=[CH:35][CH:36]=1. The yield is 0.670.